From a dataset of Catalyst prediction with 721,799 reactions and 888 catalyst types from USPTO. Predict which catalyst facilitates the given reaction. (1) Reactant: [CH2:1]([C:4]1[C:8]([CH2:9][CH2:10][CH2:11][CH2:12][OH:13])=[CH:7][N:6]([C:14]2[CH:19]=[CH:18][C:17]([C:20]([F:23])([F:22])[F:21])=[CH:16][N:15]=2)[N:5]=1)[CH2:2][CH3:3].O[C:25]1[CH:26]=[C:27]([CH2:31][C:32]([O:34]C)=[O:33])[CH:28]=[CH:29][CH:30]=1.C(P(CCCC)CCCC)CCC.N(C(N1CCCCC1)=O)=NC(N1CCCCC1)=O. Product: [CH2:1]([C:4]1[C:8]([CH2:9][CH2:10][CH2:11][CH2:12][O:13][C:25]2[CH:26]=[C:27]([CH2:31][C:32]([OH:34])=[O:33])[CH:28]=[CH:29][CH:30]=2)=[CH:7][N:6]([C:14]2[CH:19]=[CH:18][C:17]([C:20]([F:22])([F:21])[F:23])=[CH:16][N:15]=2)[N:5]=1)[CH2:2][CH3:3]. The catalyst class is: 7. (2) Product: [Br:34][CH2:11][C:8]1[C:7]2[C:2]([CH3:1])=[CH:3][C:4]([CH3:13])=[CH:5][C:6]=2[S:10][N:9]=1. The catalyst class is: 2. Reactant: [CH3:1][C:2]1[C:7]2[C:8]([CH2:11]O)=[N:9][S:10][C:6]=2[CH:5]=[C:4]([CH3:13])[CH:3]=1.C1(P(C2C=CC=CC=2)C2C=CC=CC=2)C=CC=CC=1.C(Br)(Br)(Br)[Br:34].